From a dataset of Catalyst prediction with 721,799 reactions and 888 catalyst types from USPTO. Predict which catalyst facilitates the given reaction. (1) Reactant: COC(C1CC(=O)[N:7](C2C=CC(O)=CC=2)[CH2:6]1)=O.FC1C=CC(C)=C(C=1)CBr.C[O:29][C:30]([CH:32]1[CH2:36][C:35](=[O:37])[N:34]([C:38]2[CH:43]=[CH:42][C:41]([O:44][CH2:45][C:46]3[CH:51]=[C:50]([F:52])[CH:49]=[CH:48][C:47]=3[CH3:53])=[CH:40][CH:39]=2)[CH2:33]1)=O. Product: [CH3:6][NH2:7].[CH3:6][NH:7][C:30]([CH:32]1[CH2:36][C:35](=[O:37])[N:34]([C:38]2[CH:43]=[CH:42][C:41]([O:44][CH2:45][C:46]3[CH:51]=[C:50]([F:52])[CH:49]=[CH:48][C:47]=3[CH3:53])=[CH:40][CH:39]=2)[CH2:33]1)=[O:29]. The catalyst class is: 8. (2) The catalyst class is: 30. Reactant: [O:1]1[CH2:5][CH2:4][O:3][CH:2]1[C:6]1[CH:15]=[CH:14][C:9]([C:10]([O:12]C)=[O:11])=[C:8]([F:16])[CH:7]=1.O.[OH-].[Li+].CO. Product: [O:1]1[CH2:5][CH2:4][O:3][CH:2]1[C:6]1[CH:15]=[CH:14][C:9]([C:10]([OH:12])=[O:11])=[C:8]([F:16])[CH:7]=1. (3) Reactant: [C:1]([O:5][C:6]([N:8]1[CH2:13][CH2:12][CH:11]([CH2:14][NH2:15])[CH2:10][CH2:9]1)=[O:7])([CH3:4])([CH3:3])[CH3:2].[C:16](N1C=CN=C1)(N1C=CN=C1)=[S:17]. Product: [C:1]([O:5][C:6]([N:8]1[CH2:13][CH2:12][CH:11]([CH2:14][N:15]=[C:16]=[S:17])[CH2:10][CH2:9]1)=[O:7])([CH3:4])([CH3:3])[CH3:2]. The catalyst class is: 9. (4) Reactant: Br[CH2:2][C:3]1[CH:4]=[CH:5][CH:6]=[C:7]2[C:12]=1[N:11]=[CH:10][CH:9]=[CH:8]2.[N-:13]=[N+:14]=[N-:15].[Na+]. Product: [N:13]([CH2:2][C:3]1[CH:4]=[CH:5][CH:6]=[C:7]2[C:12]=1[N:11]=[CH:10][CH:9]=[CH:8]2)=[N+:14]=[N-:15]. The catalyst class is: 31. (5) Reactant: [N:1]1[CH:6]=[CH:5][CH:4]=[CH:3][C:2]=1[NH:7][C:8]1[S:9][C:10]([S:13][C:14]2[CH:19]=[CH:18][N:17]=[C:16]([C:20]([OH:22])=O)[CH:15]=2)=[CH:11][N:12]=1.[NH2:23][CH2:24][C:25]([C:33]1[CH:38]=[CH:37][CH:36]=[CH:35][CH:34]=1)([C:27]1[CH:32]=[CH:31][CH:30]=[CH:29][CH:28]=1)[OH:26].CCN=C=NCCCN(C)C.C1C=CC2N(O)N=NC=2C=1.C(N(C(C)C)CC)(C)C. Product: [OH:26][C:25]([C:33]1[CH:38]=[CH:37][CH:36]=[CH:35][CH:34]=1)([C:27]1[CH:32]=[CH:31][CH:30]=[CH:29][CH:28]=1)[CH2:24][NH:23][C:20](=[O:22])[C:16]1[CH:15]=[C:14]([S:13][C:10]2[S:9][C:8]([NH:7][C:2]3[CH:3]=[CH:4][CH:5]=[CH:6][N:1]=3)=[N:12][CH:11]=2)[CH:19]=[CH:18][N:17]=1. The catalyst class is: 37. (6) Reactant: [CH2:1]([N:8]1[C@@H:13]2[C@H:14]([C:16]#[N:17])[CH2:15][C@@:9]1([C:36]1[CH:41]=[CH:40][CH:39]=[CH:38][CH:37]=1)[C@H:10]([O:18][C@H:19]([C:22]1[CH:27]=[C:26]([C:28]([F:31])([F:30])[F:29])[CH:25]=[C:24]([C:32]([F:35])([F:34])[F:33])[CH:23]=1)[CH2:20][OH:21])[CH2:11][CH2:12]2)[C:2]1[CH:7]=[CH:6][CH:5]=[CH:4][CH:3]=1.CI.[H-].[Na+].[CH2:46]1OCCOCCOCCOCCOCCOC1. Product: [CH2:1]([N:8]1[C@@H:13]2[C@H:14]([C:16]#[N:17])[CH2:15][C@@:9]1([C:36]1[CH:41]=[CH:40][CH:39]=[CH:38][CH:37]=1)[C@H:10]([O:18][C@H:19]([C:22]1[CH:27]=[C:26]([C:28]([F:30])([F:31])[F:29])[CH:25]=[C:24]([C:32]([F:33])([F:34])[F:35])[CH:23]=1)[CH2:20][O:21][CH3:46])[CH2:11][CH2:12]2)[C:2]1[CH:7]=[CH:6][CH:5]=[CH:4][CH:3]=1. The catalyst class is: 9. (7) Reactant: [NH2:1][C:2]1[CH:6]=[CH:5][S:4][C:3]=1[C:7]([O:9][CH3:10])=[O:8].N1C=CC=CC=1.[C:17]([C:21]1[CH:29]=[CH:28][C:24]([C:25](Cl)=[O:26])=[CH:23][CH:22]=1)([CH3:20])([CH3:19])[CH3:18]. Product: [C:17]([C:21]1[CH:22]=[CH:23][C:24]([C:25]([NH:1][C:2]2[CH:6]=[CH:5][S:4][C:3]=2[C:7]([O:9][CH3:10])=[O:8])=[O:26])=[CH:28][CH:29]=1)([CH3:20])([CH3:18])[CH3:19]. The catalyst class is: 2. (8) Reactant: [C:1]([O:9][C:10]1[CH:15]=[CH:14][C:13]([NH:16][C:17](=[O:19])[CH3:18])=[C:12]([OH:20])[CH:11]=1)(=[O:8])[C:2]1[CH:7]=[CH:6][CH:5]=[CH:4][CH:3]=1.[CH3:21][C@@:22]1([CH2:25]OS(C2C=CC=C([N+]([O-])=O)C=2)(=O)=O)[CH2:24][O:23]1.C([O-])([O-])=O.[Cs+].[Cs+]. Product: [C:1]([O:9][C:10]1[CH:15]=[CH:14][C:13]([NH:16][C:17](=[O:19])[CH3:18])=[C:12]([O:20][CH2:21][C@:22]2([CH3:25])[CH2:24][O:23]2)[CH:11]=1)(=[O:8])[C:2]1[CH:3]=[CH:4][CH:5]=[CH:6][CH:7]=1. The catalyst class is: 60. (9) Reactant: O.O.Cl[Sn]Cl.[N+:6]([C:9]1[CH:10]=[C:11]([Br:18])[C:12]2[S:16][CH:15]=[N:14][C:13]=2[CH:17]=1)([O-])=O.[OH-].[Na+]. Product: [NH2:6][C:9]1[CH:10]=[C:11]([Br:18])[C:12]2[S:16][CH:15]=[N:14][C:13]=2[CH:17]=1. The catalyst class is: 33.